This data is from Full USPTO retrosynthesis dataset with 1.9M reactions from patents (1976-2016). The task is: Predict the reactants needed to synthesize the given product. (1) Given the product [CH3:1][O:2][C:3]1[CH:4]=[CH:5][C:6]([CH2:7][N:8]2[N:9]=[C:10]3[C:11]([C:13]4[N:36]=[C:34]([NH:33][C:29]5[N:28]=[C:27]([CH3:26])[CH:32]=[CH:31][N:30]=5)[S:35][C:14]=4[CH2:15][O:16][CH:17]3[C:18]([F:20])([F:19])[F:21])=[CH:12]2)=[CH:24][CH:25]=1, predict the reactants needed to synthesize it. The reactants are: [CH3:1][O:2][C:3]1[CH:25]=[CH:24][C:6]([CH2:7][N:8]2[CH:12]=[C:11]3[C:13](=O)[CH:14](Br)[CH2:15][O:16][CH:17]([C:18]([F:21])([F:20])[F:19])[C:10]3=[N:9]2)=[CH:5][CH:4]=1.[CH3:26][C:27]1[CH:32]=[CH:31][N:30]=[C:29]([NH:33][C:34]([NH2:36])=[S:35])[N:28]=1. (2) Given the product [CH:47]1([C:50]2[C:55]([O:56][CH3:57])=[N:54][C:53](/[C:58](/[C:60]3[CH:61]=[CH:62][C:63]([CH2:66][CH3:67])=[CH:64][CH:65]=3)=[CH:32]/[C@H:29]3[CH2:30][CH2:31][C:19]4([O:20][C@H:21]([C:22]5[CH:23]=[CH:24][CH:25]=[CH:26][CH:27]=5)[C@@H:17]([C:11]5[CH:16]=[CH:15][CH:14]=[CH:13][CH:12]=5)[O:18]4)[CH2:28]3)=[CH:52][CH:51]=2)[CH2:48][CH2:49]1, predict the reactants needed to synthesize it. The reactants are: C[Si](C)(C)[N-][Si](C)(C)C.[Li+].[C:11]1([C@@H:17]2[C@@H:21]([C:22]3[CH:27]=[CH:26][CH:25]=[CH:24][CH:23]=3)[O:20][C:19]3([CH2:31][CH2:30][C@H:29]([CH2:32]S(C4N(C5C=CC=CC=5)N=NN=4)(=O)=O)[CH2:28]3)[O:18]2)[CH:16]=[CH:15][CH:14]=[CH:13][CH:12]=1.[CH:47]1([C:50]2[CH:51]=[CH:52][C:53]([C:58]([C:60]3[CH:65]=[CH:64][C:63]([CH2:66][CH3:67])=[CH:62][CH:61]=3)=O)=[N:54][C:55]=2[O:56][CH3:57])[CH2:49][CH2:48]1.[Cl-].[NH4+]. (3) The reactants are: [CH:1]1([C:4]2[C:11](B3OC(C)(C)C(C)(C)O3)=[CH:10][C:7]([C:8]#[N:9])=[C:6]([N:21]3[CH2:26][CH2:25][N:24]([C:27](=[O:32])[CH2:28][CH2:29][O:30][CH3:31])[C@H:23]([CH3:33])[CH2:22]3)[N:5]=2)[CH2:3][CH2:2]1.Br[C:35]1[CH:40]=[CH:39][N:38]=[C:37]([OH:41])[CH:36]=1.[F-].[Cs+]. Given the product [CH:1]1([C:4]2[C:11]([C:35]3[CH:40]=[CH:39][N:38]=[C:37]([OH:41])[CH:36]=3)=[CH:10][C:7]([C:8]#[N:9])=[C:6]([N:21]3[CH2:26][CH2:25][N:24]([C:27](=[O:32])[CH2:28][CH2:29][O:30][CH3:31])[C@H:23]([CH3:33])[CH2:22]3)[N:5]=2)[CH2:3][CH2:2]1, predict the reactants needed to synthesize it.